From a dataset of Reaction yield outcomes from USPTO patents with 853,638 reactions. Predict the reaction yield, written as a fraction of the theoretical maximum amount of product (1.0 means a 100% yield; for example, 0.34 means a 34% yield). (1) The reactants are [CH:1]1([S:4]([C:7]2[CH:35]=[CH:34][C:10]([CH2:11][NH:12][C:13]([C:15]3[C:16](=[O:33])[N:17]([C:23]4[CH:28]=[CH:27][CH:26]=[C:25]([C:29]([F:32])([F:31])[F:30])[CH:24]=4)[C:18]([CH3:22])=[C:19](I)[CH:20]=3)=[O:14])=[CH:9][CH:8]=2)(=[O:6])=[O:5])[CH2:3][CH2:2]1.[CH:36]1([S:39]([O-:41])=[O:40])[CH2:38][CH2:37]1.[Na+]. The catalyst is [Cu]I.CN(C=O)C. The product is [CH:36]1([S:39]([C:19]2[CH:20]=[C:15]([C:13]([NH:12][CH2:11][C:10]3[CH:34]=[CH:35][C:7]([S:4]([CH:1]4[CH2:3][CH2:2]4)(=[O:6])=[O:5])=[CH:8][CH:9]=3)=[O:14])[C:16](=[O:33])[N:17]([C:23]3[CH:28]=[CH:27][CH:26]=[C:25]([C:29]([F:32])([F:31])[F:30])[CH:24]=3)[C:18]=2[CH3:22])(=[O:41])=[O:40])[CH2:38][CH2:37]1. The yield is 0.0700. (2) The reactants are [Cl:1][C:2]1[CH:7]=[CH:6][C:5]([C:8]2[N:12]([C:13]3[CH:18]=[CH:17][CH:16]=[CH:15][C:14]=3[OH:19])[N:11]=[C:10]([CH:20]3[CH2:25][C:24]([CH3:27])([CH3:26])[O:23][C:22]([CH3:29])([CH3:28])[CH2:21]3)[CH:9]=2)=[CH:4][CH:3]=1.[C:30](OC(O[C:30]([CH3:33])([CH3:32])[CH3:31])N(C)C)([CH3:33])([CH3:32])[CH3:31]. The catalyst is C1(C)C=CC=CC=1.CCOC(C)=O. The product is [C:30]([O:19][C:14]1[CH:15]=[CH:16][CH:17]=[CH:18][C:13]=1[N:12]1[C:8]([C:5]2[CH:6]=[CH:7][C:2]([Cl:1])=[CH:3][CH:4]=2)=[CH:9][C:10]([CH:20]2[CH2:25][C:24]([CH3:27])([CH3:26])[O:23][C:22]([CH3:29])([CH3:28])[CH2:21]2)=[N:11]1)([CH3:33])([CH3:32])[CH3:31]. The yield is 0.510. (3) The reactants are Br[CH2:2][CH2:3][N:4]([CH2:18][CH3:19])[CH:5]1[CH2:10][CH2:9][N:8]([C:11]([O:13][C:14]([CH3:17])([CH3:16])[CH3:15])=[O:12])[CH2:7][CH2:6]1.C([O-])([O-])=O.[K+].[K+].[Cl:26][C:27]1[C:32]([O:33][CH3:34])=[CH:31][C:30]([O:35][CH3:36])=[C:29]([Cl:37])[C:28]=1[C:38]1[C:49](=[O:50])[NH:48][C:41]2[N:42]=[C:43]([S:46][CH3:47])[N:44]=[CH:45][C:40]=2[CH:39]=1. The catalyst is CC(C)=O. The product is [Cl:26][C:27]1[C:32]([O:33][CH3:34])=[CH:31][C:30]([O:35][CH3:36])=[C:29]([Cl:37])[C:28]=1[C:38]1[C:49](=[O:50])[N:48]([CH2:2][CH2:3][N:4]([CH2:18][CH3:19])[CH:5]2[CH2:10][CH2:9][N:8]([C:11]([O:13][C:14]([CH3:17])([CH3:16])[CH3:15])=[O:12])[CH2:7][CH2:6]2)[C:41]2[N:42]=[C:43]([S:46][CH3:47])[N:44]=[CH:45][C:40]=2[CH:39]=1. The yield is 0.420. (4) The reactants are [F:1][C:2]1[CH:7]=[CH:6][C:5]([C:8]2[C:12]([C:13](O)=[O:14])=[C:11](/[CH:16]=[CH:17]/[C:18]3[CH:23]=[CH:22][CH:21]=[CH:20][CH:19]=3)[O:10][N:9]=2)=[CH:4][CH:3]=1.C(N(CC)CC)C.ClC(OCC)=O.[BH4-].[Na+].[OH-].[Na+]. The catalyst is C1COCC1.O. The product is [F:1][C:2]1[CH:3]=[CH:4][C:5]([C:8]2[C:12]([CH2:13][OH:14])=[C:11](/[CH:16]=[CH:17]/[C:18]3[CH:19]=[CH:20][CH:21]=[CH:22][CH:23]=3)[O:10][N:9]=2)=[CH:6][CH:7]=1. The yield is 0.630. (5) The reactants are [CH3:1][N:2]1[C:6]([CH3:7])=[CH:5][C:4]([C:8]([OH:10])=O)=[N:3]1.CN(C)C=O.C(Cl)(=O)C(Cl)=O.[NH2:22][C:23]1[CH:24]=[C:25]([CH:42]=[CH:43][CH:44]=1)[O:26][C:27]1[CH:28]=[CH:29][C:30]2[N:31]([CH:33]=[C:34]([NH:36][C:37]([CH:39]3[CH2:41][CH2:40]3)=[O:38])[N:35]=2)[N:32]=1.C(N(CC)CC)C. The catalyst is O1CCCC1.O. The product is [CH:39]1([C:37]([NH:36][C:34]2[N:35]=[C:30]3[CH:29]=[CH:28][C:27]([O:26][C:25]4[CH:24]=[C:23]([NH:22][C:8]([C:4]5[CH:5]=[C:6]([CH3:7])[N:2]([CH3:1])[N:3]=5)=[O:10])[CH:44]=[CH:43][CH:42]=4)=[N:32][N:31]3[CH:33]=2)=[O:38])[CH2:40][CH2:41]1. The yield is 0.420. (6) The reactants are [Cl:1][C:2]1[CH:3]=[C:4]([NH:8][C:9]([N:11]2[CH2:16][CH2:15][C:14]3[NH:17][N:18]=[C:19]([C:20]([N:22]([OH:24])[CH3:23])=[O:21])[C:13]=3[CH2:12]2)=[O:10])[CH:5]=[CH:6][CH:7]=1.I[CH:26]1[CH2:29][N:28]([C:30]([O:32][C:33]([CH3:36])([CH3:35])[CH3:34])=[O:31])[CH2:27]1.C([O-])([O-])=O.[Cs+].[Cs+]. The catalyst is CN(C=O)C. The product is [Cl:1][C:2]1[CH:3]=[C:4]([NH:8][C:9]([N:11]2[CH2:16][CH2:15][C:14]3[NH:17][N:18]=[C:19]([C:20]([N:22]([CH3:23])[O:24][CH:26]4[CH2:27][N:28]([C:30]([O:32][C:33]([CH3:36])([CH3:35])[CH3:34])=[O:31])[CH2:29]4)=[O:21])[C:13]=3[CH2:12]2)=[O:10])[CH:5]=[CH:6][CH:7]=1. The yield is 0.544.